Task: Predict which catalyst facilitates the given reaction.. Dataset: Catalyst prediction with 721,799 reactions and 888 catalyst types from USPTO (1) Reactant: [Br:1][C:2]1[CH:8]=[CH:7][C:5]([NH2:6])=[CH:4][C:3]=1[CH3:9].[C:10](O[C:10]([O:12][C:13]([CH3:16])([CH3:15])[CH3:14])=[O:11])([O:12][C:13]([CH3:16])([CH3:15])[CH3:14])=[O:11].C(N(CC)CC)C.O. Product: [Br:1][C:2]1[CH:8]=[CH:7][C:5]([NH:6][C:10](=[O:11])[O:12][C:13]([CH3:16])([CH3:15])[CH3:14])=[CH:4][C:3]=1[CH3:9]. The catalyst class is: 9. (2) Reactant: [N+:1]([C:4]1[C:12]2[C:7](=[CH:8][CH:9]=[C:10]([C:13]([O:15]C)=O)[CH:11]=2)[NH:6][CH:5]=1)([O-:3])=[O:2].O.[NH2:18][NH2:19]. Product: [N+:1]([C:4]1[C:12]2[C:7](=[CH:8][CH:9]=[C:10]([C:13]([NH:18][NH2:19])=[O:15])[CH:11]=2)[NH:6][CH:5]=1)([O-:3])=[O:2]. The catalyst class is: 14. (3) Reactant: [C:1]([CH2:3][NH:4][C:5]([CH:7]([NH:12][C:13]1[N:18]=[CH:17][C:16]([C:19]2[CH:24]=[CH:23][C:22]([N:25]3[CH2:30][CH2:29][N:28](C(OC(C)(C)C)=O)[CH2:27][CH2:26]3)=[CH:21][CH:20]=2)=[CH:15][N:14]=1)[CH2:8][CH:9]([CH3:11])[CH3:10])=[O:6])#[N:2].CS(O)(=O)=O.C([O-])(O)=O.[Na+]. Product: [C:1]([CH2:3][NH:4][C:5](=[O:6])[CH:7]([NH:12][C:13]1[N:18]=[CH:17][C:16]([C:19]2[CH:24]=[CH:23][C:22]([N:25]3[CH2:26][CH2:27][NH:28][CH2:29][CH2:30]3)=[CH:21][CH:20]=2)=[CH:15][N:14]=1)[CH2:8][CH:9]([CH3:11])[CH3:10])#[N:2]. The catalyst class is: 1.